Dataset: Full USPTO retrosynthesis dataset with 1.9M reactions from patents (1976-2016). Task: Predict the reactants needed to synthesize the given product. (1) Given the product [CH2:11]([C:7]([CH2:1][CH2:2][CH2:3][CH2:4][CH2:5][CH3:6])=[CH:8][CH:9]=[O:10])[CH2:12][CH2:13][CH2:14][CH2:15][CH3:16], predict the reactants needed to synthesize it. The reactants are: [CH2:1]([C:7]([CH2:11][CH2:12][CH2:13][CH2:14][CH2:15][CH3:16])=[CH:8][CH2:9][OH:10])[CH2:2][CH2:3][CH2:4][CH2:5][CH3:6]. (2) Given the product [C:1]([O:5][C:6]([N:8]1[CH2:13][CH2:12][N:11]([S:15]([C:18]2[CH:19]=[C:20]3[C:25](=[CH:26][CH:27]=2)[CH:24]=[N:23][CH:22]=[CH:21]3)(=[O:16])=[O:17])[CH2:10][CH2:9]1)=[O:7])([CH3:4])([CH3:2])[CH3:3], predict the reactants needed to synthesize it. The reactants are: [C:1]([O:5][C:6]([N:8]1[CH2:13][CH2:12][NH:11][CH2:10][CH2:9]1)=[O:7])([CH3:4])([CH3:3])[CH3:2].Cl[S:15]([C:18]1[CH:19]=[C:20]2[C:25](=[CH:26][CH:27]=1)[CH:24]=[N:23][CH:22]=[CH:21]2)(=[O:17])=[O:16].NC1C=C2C(=CC=1)C=NC=C2.Cl.Cl.N1(S(C2C=C3C(=CC=2)C=NC=C3)(=O)=O)CCNCC1.